From a dataset of Catalyst prediction with 721,799 reactions and 888 catalyst types from USPTO. Predict which catalyst facilitates the given reaction. (1) Reactant: Cl.N1CCC(NC2OC3C=CC(OCCCO)=CC=3N=2)CC1.[C:23]([O:27][C:28]([N:30]1[CH2:35][CH2:34][CH:33]([NH:36][C:37]2[O:38][C:39]3[CH:45]=[CH:44][C:43]([OH:46])=[CH:42][C:40]=3[N:41]=2)[CH2:32][CH2:31]1)=[O:29])([CH3:26])([CH3:25])[CH3:24].Br[CH2:48][CH2:49][CH2:50][O:51][CH:52]1[CH2:57][CH2:56][CH2:55][CH2:54][O:53]1.C(=O)([O-])[O-].[K+].[K+]. Product: [C:23]([O:27][C:28]([N:30]1[CH2:35][CH2:34][CH:33]([NH:36][C:37]2[O:38][C:39]3[CH:45]=[CH:44][C:43]([O:46][CH2:48][CH2:49][CH2:50][O:51][CH:52]4[CH2:57][CH2:56][CH2:55][CH2:54][O:53]4)=[CH:42][C:40]=3[N:41]=2)[CH2:32][CH2:31]1)=[O:29])([CH3:26])([CH3:24])[CH3:25]. The catalyst class is: 9. (2) Reactant: [Br:1][C:2]1[CH:3]=[C:4]([OH:11])[CH:5]=[C:6]([N+:8]([O-:10])=[O:9])[CH:7]=1.C(=O)([O-])[O-].[Cs+].[Cs+].Br[CH2:19][CH2:20][NH:21][C:22](=[O:28])[O:23][C:24]([CH3:27])([CH3:26])[CH3:25]. Product: [Br:1][C:2]1[CH:3]=[C:4]([CH:5]=[C:6]([N+:8]([O-:10])=[O:9])[CH:7]=1)[O:11][CH2:19][CH2:20][NH:21][C:22](=[O:28])[O:23][C:24]([CH3:27])([CH3:26])[CH3:25]. The catalyst class is: 3.